From a dataset of Full USPTO retrosynthesis dataset with 1.9M reactions from patents (1976-2016). Predict the reactants needed to synthesize the given product. (1) Given the product [Cl:16][C:17]1[CH:22]=[CH:21][C:20]([C:2]2[CH:3]=[C:4]([F:15])[CH:5]=[C:6]3[C:10]=2[NH:9][C:8]([C:11]([NH2:13])=[O:12])=[C:7]3[CH3:14])=[CH:19][CH:18]=1, predict the reactants needed to synthesize it. The reactants are: Br[C:2]1[CH:3]=[C:4]([F:15])[CH:5]=[C:6]2[C:10]=1[NH:9][C:8]([C:11]([NH2:13])=[O:12])=[C:7]2[CH3:14].[Cl:16][C:17]1[CH:22]=[CH:21][C:20](B(O)O)=[CH:19][CH:18]=1. (2) Given the product [C:10]([NH:18][C:19]1([C:23](=[O:30])[CH3:24])[CH2:22][CH2:21][CH2:20]1)(=[O:17])[C:11]1[CH:16]=[CH:15][CH:14]=[CH:13][CH:12]=1, predict the reactants needed to synthesize it. The reactants are: CC(C[AlH]CC(C)C)C.[C:10]([NH:18][C:19]1([CH2:23][C:24](OCC)=O)[CH2:22][CH2:21][CH2:20]1)(=[O:17])[C:11]1[CH:16]=[CH:15][CH:14]=[CH:13][CH:12]=1.C[OH:30].[NH4+].[Cl-]. (3) The reactants are: [Cl:1][C:2]1[C:11]([NH2:12])=[C:10]([NH:13][C@@H:14]([C:16]2[CH:21]=[CH:20][CH:19]=[CH:18][CH:17]=2)[CH3:15])[C:9]2[C:4](=[CH:5][CH:6]=[CH:7][CH:8]=2)[N:3]=1.[N:22]#[C:23][Br:24]. Given the product [BrH:24].[Cl:1][C:2]1[C:11]2[N:12]=[C:23]([NH2:22])[N:13]([C@@H:14]([C:16]3[CH:21]=[CH:20][CH:19]=[CH:18][CH:17]=3)[CH3:15])[C:10]=2[C:9]2[CH:8]=[CH:7][CH:6]=[CH:5][C:4]=2[N:3]=1, predict the reactants needed to synthesize it. (4) Given the product [Br:1][C:2]1[CH:7]=[CH:6][C:5]2[N:8]=[C:24]([CH3:25])[N:9]([C:18]3[CH:19]=[C:20]([Cl:22])[N:21]=[C:16]([Cl:15])[N:17]=3)[C:4]=2[CH:3]=1, predict the reactants needed to synthesize it. The reactants are: [Br:1][C:2]1[CH:3]=[C:4]([NH2:9])[C:5]([NH2:8])=[CH:6][CH:7]=1.CN(C=O)C.[Cl:15][C:16]1[N:21]=[C:20]([Cl:22])[CH:19]=[C:18](Cl)[N:17]=1.[C:24](OC)(OC)(OC)[CH3:25].